From a dataset of Reaction yield outcomes from USPTO patents with 853,638 reactions. Predict the reaction yield, written as a fraction of the theoretical maximum amount of product (1.0 means a 100% yield; for example, 0.34 means a 34% yield). (1) The reactants are [H-].[H-].[H-].[H-].[Li+].[Al+3].[OH:7][C:8]1[CH:13]=[CH:12][C:11]([CH2:14][CH2:15][C:16](O)=[O:17])=[CH:10][CH:9]=1.Cl. The catalyst is C1COCC1.O. The product is [OH:7][C:8]1[CH:9]=[CH:10][C:11]([CH2:14][CH2:15][CH2:16][OH:17])=[CH:12][CH:13]=1. The yield is 0.699. (2) The reactants are I[C:2]1[CH:8]=[CH:7][CH:6]=[CH:5][C:3]=1[NH2:4].[C:9]([C:11]1[CH:16]=[CH:15][C:14]([CH3:17])=[CH:13][CH:12]=1)#[CH:10].O. The catalyst is C(NCC)C.[Pd](Cl)Cl.C1(P(C2C=CC=CC=2)C2C=CC=CC=2)C=CC=CC=1.C1(P(C2C=CC=CC=2)C2C=CC=CC=2)C=CC=CC=1.[Cu](I)I. The product is [CH3:17][C:14]1[CH:15]=[CH:16][C:11]([C:9]#[C:10][C:2]2[CH:8]=[CH:7][CH:6]=[CH:5][C:3]=2[NH2:4])=[CH:12][CH:13]=1. The yield is 0.870. (3) The reactants are C[O:2][C:3](=[O:43])[CH:4]([C:26]1[C:34]2[C:29](=[CH:30][CH:31]=[CH:32][CH:33]=2)[N:28]([CH2:35][O:36][CH2:37][CH2:38][Si:39]([CH3:42])([CH3:41])[CH3:40])[CH:27]=1)[CH2:5][C:6]1[CH:10]=[C:9]([C:11]2[CH:16]=[CH:15][C:14]([CH3:17])=[CH:13][CH:12]=2)[N:8]([C:18]2[CH:23]=[CH:22][C:21]([O:24][CH3:25])=[CH:20][CH:19]=2)[N:7]=1.[OH-].[Li+].C1COCC1.O. The catalyst is CO. The product is [CH3:25][O:24][C:21]1[CH:20]=[CH:19][C:18]([N:8]2[C:9]([C:11]3[CH:16]=[CH:15][C:14]([CH3:17])=[CH:13][CH:12]=3)=[CH:10][C:6]([CH2:5][CH:4]([C:26]3[C:34]4[C:29](=[CH:30][CH:31]=[CH:32][CH:33]=4)[N:28]([CH2:35][O:36][CH2:37][CH2:38][Si:39]([CH3:42])([CH3:41])[CH3:40])[CH:27]=3)[C:3]([OH:43])=[O:2])=[N:7]2)=[CH:23][CH:22]=1. The yield is 0.890. (4) The reactants are Cl[CH2:2][C:3]([N:5]1[CH2:10][CH:9]([CH3:11])[N:8]([CH2:12][C:13]2[CH:18]=[CH:17][C:16]([F:19])=[CH:15][CH:14]=2)[CH2:7][CH:6]1[CH3:20])=[O:4].[Cl:21][C:22]1[CH:29]=[C:26]([CH:27]=[O:28])[C:25]([OH:30])=[CH:24][CH:23]=1.C(=O)([O-])[O-].[K+].[K+].[I-].[K+]. The catalyst is CN(C=O)C.[Cl-].[Na+].O. The product is [Cl:21][C:22]1[CH:23]=[CH:24][C:25]([O:30][CH2:2][C:3]([N:5]2[CH2:10][C@H:9]([CH3:11])[N:8]([CH2:12][C:13]3[CH:18]=[CH:17][C:16]([F:19])=[CH:15][CH:14]=3)[CH2:7][C@H:6]2[CH3:20])=[O:4])=[C:26]([CH:29]=1)[CH:27]=[O:28]. The yield is 0.850. (5) The product is [I-:43].[C:45]([O:44][C@@H:36]([CH2:35][O:34][C:23](=[O:33])[CH2:24][CH2:25][CH2:26][CH2:27][CH2:28][CH2:29][CH2:30][CH2:31][CH3:32])[CH2:37][O:38][C:39]([O:41][CH2:42][N+:19]1([CH3:22])[CH2:20][CH2:21][N:16]([C:15]2[C:4]3[CH:3]=[C:2]([CH3:1])[S:6][C:5]=3[NH:7][C:8]3[CH:9]=[CH:10][CH:11]=[CH:12][C:13]=3[N:14]=2)[CH2:17][CH2:18]1)=[O:40])(=[O:55])[CH2:46][CH2:47][CH2:48][CH2:49][CH2:50][CH2:51][CH2:52][CH2:53][CH3:54]. The yield is 0.510. The reactants are [CH3:1][C:2]1[S:6][C:5]2[NH:7][C:8]3[CH:9]=[CH:10][CH:11]=[CH:12][C:13]=3[N:14]=[C:15]([N:16]3[CH2:21][CH2:20][N:19]([CH3:22])[CH2:18][CH2:17]3)[C:4]=2[CH:3]=1.[C:23]([O:34][CH2:35][C@@H:36]([O:44][C:45](=[O:55])[CH2:46][CH2:47][CH2:48][CH2:49][CH2:50][CH2:51][CH2:52][CH2:53][CH3:54])[CH2:37][O:38][C:39]([O:41][CH2:42][I:43])=[O:40])(=[O:33])[CH2:24][CH2:25][CH2:26][CH2:27][CH2:28][CH2:29][CH2:30][CH2:31][CH3:32]. The catalyst is C(OCC)(=O)C.C(OCC)C. (6) The reactants are [CH2:1]([C:4]1[CH:9]=[CH:8][CH:7]=[C:6]([N+:10]([O-:12])=[O:11])[C:5]=1[OH:13])[CH:2]=[CH2:3].[CH3:14][C:15]([CH3:17])=O.C(=O)([O-])[O-].[K+].[K+].ICC=C. The catalyst is C(OCC)(=O)C. The product is [CH2:1]([C:4]1[CH:9]=[CH:8][CH:7]=[C:6]([N+:10]([O-:12])=[O:11])[C:5]=1[O:13][CH2:17][CH:15]=[CH2:14])[CH:2]=[CH2:3]. The yield is 0.800. (7) The reactants are [CH3:1][O:2][C:3]([NH:5][CH:6]([CH:10]([CH3:12])[CH3:11])[C:7]([OH:9])=O)=[O:4].CN(C(ON1N=NC2C=CC=NC1=2)=[N+](C)C)C.F[P-](F)(F)(F)(F)F.[CH2:37]([O:39][C:40]([CH:42]1[CH2:49][C:45]2([CH2:48][CH2:47][CH2:46]2)[O:44][NH:43]1)=[O:41])[CH3:38].C(N(C(C)C)CC)(C)C. The catalyst is CN(C)C=O.C(OCC)(=O)C. The product is [CH2:37]([O:39][C:40]([CH:42]1[CH2:49][C:45]2([CH2:46][CH2:47][CH2:48]2)[O:44][N:43]1[C:7](=[O:9])[CH:6]([NH:5][C:3]([O:2][CH3:1])=[O:4])[CH:10]([CH3:12])[CH3:11])=[O:41])[CH3:38]. The yield is 0.720. (8) The reactants are [CH:1]([CH2:3][SiH:4](Cl)Cl)=[CH2:2].C(N([CH2:12][CH3:13])CC)C.[C:14]([OH:33])(=[O:32])[CH2:15][CH2:16][CH2:17][CH2:18][CH2:19][CH2:20][CH2:21][CH2:22][CH2:23][CH2:24][CH2:25][CH2:26][CH2:27][CH2:28][CH2:29][CH2:30][CH3:31]. The catalyst is O1CCCC1. The product is [CH:1]([CH2:3][SiH:4]([O:33][C:14](=[O:32])[CH2:15][CH2:16][CH2:17][CH2:18][CH2:19][CH2:20][CH2:21][CH2:22][CH2:23][CH2:24][CH2:25][CH2:26][CH2:27][CH2:28][CH2:29][CH2:12][CH3:13])[O:32][C:14](=[O:33])[CH2:15][CH2:16][CH2:17][CH2:18][CH2:19][CH2:20][CH2:21][CH2:22][CH2:23][CH2:24][CH2:25][CH2:26][CH2:27][CH2:28][CH2:29][CH2:30][CH3:31])=[CH2:2]. The yield is 0.850. (9) The reactants are [NH:1]1[C:5]2[CH:6]=[CH:7][CH:8]=[CH:9][C:4]=2[N:3]=[CH:2]1.Br[CH2:11][C:12]([O:14][CH2:15][C:16]1[CH:21]=[CH:20][CH:19]=[CH:18][CH:17]=1)=[O:13]. No catalyst specified. The product is [CH2:15]([O:14][C:12](=[O:13])[CH2:11][N:1]1[C:5]2[CH:6]=[CH:7][CH:8]=[CH:9][C:4]=2[N:3]=[CH:2]1)[C:16]1[CH:21]=[CH:20][CH:19]=[CH:18][CH:17]=1. The yield is 0.390.